Dataset: Forward reaction prediction with 1.9M reactions from USPTO patents (1976-2016). Task: Predict the product of the given reaction. (1) Given the reactants [F:1][C:2]1[CH:3]=[CH:4][C:5]([N+:12]([O-])=O)=[C:6]2[C:11]=1[CH:10]=[N:9][CH:8]=[CH:7]2.[H][H], predict the reaction product. The product is: [F:1][C:2]1[C:11]2[CH:10]=[N:9][CH:8]=[CH:7][C:6]=2[C:5]([NH2:12])=[CH:4][CH:3]=1. (2) Given the reactants [ClH:1].Cl.OC1([C:10]2(O)[CH:15]=[CH:14][CH:13]=[CH:12][C:11]2([CH2:21][CH2:22][N:23]2[CH2:28][CH2:27][N:26]([CH3:29])[CH2:25][CH2:24]2)[O:16]C(F)(F)F)CCCCC1.Cl.Cl.OC1(C([C:48]2[CH:53]=[CH:52][C:51]([OH:54])=[C:50]([O:55][C:56]([F:59])([F:58])[F:57])[CH:49]=2)CN2CCNCC2)CCCCC1, predict the reaction product. The product is: [ClH:1].[ClH:1].[OH:16][C:11]1([CH:21]([C:48]2[CH:53]=[CH:52][C:51]([OH:54])=[C:50]([O:55][C:56]([F:57])([F:59])[F:58])[CH:49]=2)[CH2:22][N:23]2[CH2:24][CH2:25][N:26]([CH3:29])[CH2:27][CH2:28]2)[CH2:10][CH2:15][CH2:14][CH2:13][CH2:12]1. (3) Given the reactants [F:1][C:2]1[CH:3]=[C:4]([C@H:9]2[CH2:14][C@H:13]([C:15]3[O:19][NH:18][C:17](=[O:20])[CH:16]=3)[CH2:12][CH2:11][N:10]2C(OC)=O)[CH:5]=[CH:6][C:7]=1[F:8].Br, predict the reaction product. The product is: [F:1][C:2]1[CH:3]=[C:4]([C@H:9]2[CH2:14][C@H:13]([C:15]3[O:19][NH:18][C:17](=[O:20])[CH:16]=3)[CH2:12][CH2:11][NH:10]2)[CH:5]=[CH:6][C:7]=1[F:8]. (4) Given the reactants Cl.[CH3:2][O:3][C:4]1[CH:5]=[C:6]([S:12]([N:15]2[CH2:20][C@H:19]([CH3:21])[NH:18][CH2:17][C@@H:16]2[CH3:22])(=[O:14])=[O:13])[CH:7]=[CH:8][C:9]=1[O:10][CH3:11].CCN(C(C)C)C(C)C.[O:32]1[C:37]2[CH:38]=[CH:39][C:40]([S:42](Cl)(=[O:44])=[O:43])=[CH:41][C:36]=2[O:35][CH2:34][CH2:33]1, predict the reaction product. The product is: [CH3:2][O:3][C:4]1[CH:5]=[C:6]([S:12]([N:15]2[CH2:20][C@H:19]([CH3:21])[N:18]([S:42]([C:40]3[CH:39]=[CH:38][C:37]4[O:32][CH2:33][CH2:34][O:35][C:36]=4[CH:41]=3)(=[O:43])=[O:44])[CH2:17][C@@H:16]2[CH3:22])(=[O:13])=[O:14])[CH:7]=[CH:8][C:9]=1[O:10][CH3:11]. (5) The product is: [O:37]1[CH2:36][CH2:35][CH2:34]/[C:33]/1=[CH:1]/[S:2]([N:5]1[CH2:6][CH2:7][C:8]2([C:12](=[O:13])[N:11]([C:14]3[CH:15]=[CH:16][C:17]([O:20][C:21]([F:23])([F:22])[F:24])=[CH:18][CH:19]=3)[CH2:10][CH2:9]2)[CH2:25][CH2:26]1)(=[O:4])=[O:3]. Given the reactants [CH3:1][S:2]([N:5]1[CH2:26][CH2:25][C:8]2([C:12](=[O:13])[N:11]([C:14]3[CH:19]=[CH:18][C:17]([O:20][C:21]([F:24])([F:23])[F:22])=[CH:16][CH:15]=3)[CH2:10][CH2:9]2)[CH2:7][CH2:6]1)(=[O:4])=[O:3].[Li]CCCC.Br[CH2:33][CH2:34][CH2:35][C:36](Cl)=[O:37], predict the reaction product. (6) Given the reactants Br[C:2]1[CH:7]=[CH:6][CH:5]=[C:4]([O:8][CH:9]2[CH2:11][CH2:10]2)[CH:3]=1.CC1(C)C(C)(C)[O:16][B:15](B2OC(C)(C)C(C)(C)O2)[O:14]1.C(Cl)Cl.CS(C)=O, predict the reaction product. The product is: [CH:9]1([O:8][C:4]2[CH:3]=[C:2]([B:15]([OH:16])[OH:14])[CH:7]=[CH:6][CH:5]=2)[CH2:11][CH2:10]1. (7) Given the reactants Cl.[CH:2]1([C:6]([NH:8][CH:9]([CH2:15][SH:16])[C:10]([O:12][CH2:13][CH3:14])=[O:11])=O)[CH2:5][CH2:4][CH2:3]1, predict the reaction product. The product is: [CH:2]1([C:6]2[S:16][CH:15]=[C:9]([C:10]([O:12][CH2:13][CH3:14])=[O:11])[N:8]=2)[CH2:5][CH2:4][CH2:3]1.